Dataset: Catalyst prediction with 721,799 reactions and 888 catalyst types from USPTO. Task: Predict which catalyst facilitates the given reaction. (1) Product: [Si:16]([O:17][CH2:18][CH:19]([O:5][CH2:6][CH2:7][CH2:8][CH2:9][O:10][CH:11]=[CH2:12])[CH2:20][O:21][Si:22]([CH3:27])([CH3:28])[C:23]([CH3:26])([CH3:25])[CH3:24])([C:14]([CH3:32])([CH3:15])[CH3:13])([CH3:30])[CH3:31]. The catalyst class is: 1. Reactant: CS([O:5][CH2:6][CH2:7][CH2:8][CH2:9][O:10][CH:11]=[CH2:12])(=O)=O.[CH3:13][C:14]([CH3:32])([Si:16]([CH3:31])([CH3:30])[O:17][CH2:18][CH:19](O)[CH2:20][O:21][Si:22]([CH3:28])([CH3:27])[C:23]([CH3:26])([CH3:25])[CH3:24])[CH3:15].[H-].[Na+]. (2) Reactant: N1C=CN=C1.[CH3:6][C:7]([Si:10](Cl)([C:17]1[CH:22]=[CH:21][CH:20]=[CH:19][CH:18]=1)[C:11]1[CH:16]=[CH:15][CH:14]=[CH:13][CH:12]=1)([CH3:9])[CH3:8].[C:24]([O:32][C@@H:33]1[CH2:41][C@@H:36]2[O:37][C:38](=[O:40])[CH2:39][C@@H:35]2[C@H:34]1/[CH:42]=[CH:43]/[C@H:44]([C:46]1[S:50][C:49]2[CH:51]=[CH:52][CH:53]=[CH:54][C:48]=2[CH:47]=1)[OH:45])(=[O:31])[C:25]1[CH:30]=[CH:29][CH:28]=[CH:27][CH:26]=1. Product: [C:24]([O:32][C@@H:33]1[CH2:41][C@@H:36]2[O:37][C:38](=[O:40])[CH2:39][C@@H:35]2[C@H:34]1/[CH:42]=[CH:43]/[C@H:44]([C:46]1[S:50][C:49]2[CH:51]=[CH:52][CH:53]=[CH:54][C:48]=2[CH:47]=1)[O:45][Si:10]([C:7]([CH3:9])([CH3:8])[CH3:6])([C:17]1[CH:22]=[CH:21][CH:20]=[CH:19][CH:18]=1)[C:11]1[CH:16]=[CH:15][CH:14]=[CH:13][CH:12]=1)(=[O:31])[C:25]1[CH:30]=[CH:29][CH:28]=[CH:27][CH:26]=1. The catalyst class is: 39. (3) Reactant: CC([O-])(C)C.[K+].[C:7]1([S:13]([CH2:16]Cl)(=[O:15])=[O:14])[CH:12]=[CH:11][CH:10]=[CH:9][CH:8]=1.[CH3:18][O:19][C:20]1[CH:25]=[CH:24][C:23]([N+:26]([O-:28])=[O:27])=[CH:22][N:21]=1.C(O)(=O)C. Product: [CH3:18][O:19][C:20]1[N:21]=[C:22]([CH2:16][S:13]([C:7]2[CH:12]=[CH:11][CH:10]=[CH:9][CH:8]=2)(=[O:15])=[O:14])[C:23]([N+:26]([O-:28])=[O:27])=[CH:24][CH:25]=1. The catalyst class is: 7.